The task is: Predict which catalyst facilitates the given reaction.. This data is from Catalyst prediction with 721,799 reactions and 888 catalyst types from USPTO. (1) Reactant: Br[C:2]1[C:10]2[O:9][C:8]([F:12])([F:11])[O:7][C:6]=2[C:5]([F:13])=[CH:4][CH:3]=1.C(O[B:18]1[O:22][C:21]([CH3:24])([CH3:23])[C:20]([CH3:26])([CH3:25])[O:19]1)(C)C.[NH4+].[Cl-].Cl. Product: [CH3:25][C:20]1([CH3:26])[C:21]([CH3:24])([CH3:23])[O:22][B:18]([C:2]2[C:10]3[O:9][C:8]([F:12])([F:11])[O:7][C:6]=3[C:5]([F:13])=[CH:4][CH:3]=2)[O:19]1. The catalyst class is: 54. (2) The catalyst class is: 12. Product: [OH:10][C:3]1[C:4]([C:5]#[N:6])=[CH:7][CH:8]=[CH:9][C:2]=1[C:26]1[CH:27]=[CH:28][C:29]([O:30][CH2:31][C:32]2[CH:41]=[CH:40][C:39]3[C:34](=[CH:35][CH:36]=[CH:37][CH:38]=3)[N:33]=2)=[CH:42][CH:43]=1. Reactant: Br[C:2]1[C:3]([O:10][Si](C(C)(C)C)(C)C)=[C:4]([CH:7]=[CH:8][CH:9]=1)[C:5]#[N:6].CC1(C)C(C)(C)OB([C:26]2[CH:43]=[CH:42][C:29]([O:30][CH2:31][C:32]3[CH:41]=[CH:40][C:39]4[C:34](=[CH:35][CH:36]=[CH:37][CH:38]=4)[N:33]=3)=[CH:28][CH:27]=2)O1.C([O-])([O-])=O.[Na+].[Na+]. (3) Reactant: [Br:1][C:2]1[CH:7]=[CH:6][C:5]([OH:8])=[C:4]([O:9][CH3:10])[C:3]=1[OH:11].C(=O)([O-])[O-].[K+].[K+].[CH3:18][O:19][CH2:20]Cl. Product: [Br:1][C:2]1[CH:7]=[CH:6][C:5]([OH:8])=[C:4]([O:9][CH3:10])[C:3]=1[O:11][CH2:18][O:19][CH3:20]. The catalyst class is: 21. (4) The catalyst class is: 19. Reactant: ClC1C=CC=C(Cl)C=1C[O:5][C:6]1[CH:15]=[C:14]2[C:9]([C:10](=[O:22])[CH:11]=[C:12]([N:16]3[CH2:21][CH2:20][O:19][CH2:18][CH2:17]3)[O:13]2)=[CH:8][CH:7]=1. Product: [OH:5][C:6]1[CH:15]=[C:14]2[C:9]([C:10](=[O:22])[CH:11]=[C:12]([N:16]3[CH2:17][CH2:18][O:19][CH2:20][CH2:21]3)[O:13]2)=[CH:8][CH:7]=1. (5) Reactant: [Cl:1][C:2]1[CH:10]=[CH:9][CH:8]=[CH:7][C:3]=1[C:4](Cl)=[O:5].[NH2:11][C@H:12]1[CH2:31][N:15]2[C:16](=[O:30])[N:17]([C:19]3[CH:24]=[CH:23][C:22]([O:25][C:26]([F:29])([F:28])[F:27])=[CH:21][CH:20]=3)[CH2:18][C@@H:14]2[CH2:13]1.CCN(C(C)C)C(C)C.O. Product: [Cl:1][C:2]1[CH:10]=[CH:9][CH:8]=[CH:7][C:3]=1[C:4]([NH:11][C@H:12]1[CH2:31][N:15]2[C:16](=[O:30])[N:17]([C:19]3[CH:24]=[CH:23][C:22]([O:25][C:26]([F:29])([F:27])[F:28])=[CH:21][CH:20]=3)[CH2:18][C@@H:14]2[CH2:13]1)=[O:5]. The catalyst class is: 4.